Dataset: Peptide-MHC class I binding affinity with 185,985 pairs from IEDB/IMGT. Task: Regression. Given a peptide amino acid sequence and an MHC pseudo amino acid sequence, predict their binding affinity value. This is MHC class I binding data. (1) The peptide sequence is CSEYVKDIY. The MHC is HLA-B40:01 with pseudo-sequence HLA-B40:01. The binding affinity (normalized) is 0.0847. (2) The peptide sequence is KTHSFTLGF. The binding affinity (normalized) is 0.0847. The MHC is HLA-A02:16 with pseudo-sequence HLA-A02:16. (3) The peptide sequence is RVRRLNWAA. The MHC is HLA-A02:01 with pseudo-sequence HLA-A02:01. The binding affinity (normalized) is 0.0847. (4) The MHC is HLA-B51:01 with pseudo-sequence HLA-B51:01. The peptide sequence is RLRAEAQVK. The binding affinity (normalized) is 0. (5) The peptide sequence is LFAGVDAETHV. The MHC is Patr-A0901 with pseudo-sequence Patr-A0901. The binding affinity (normalized) is 0.201. (6) The MHC is HLA-A02:06 with pseudo-sequence HLA-A02:06. The peptide sequence is PVKTDIVNT. The binding affinity (normalized) is 0. (7) The binding affinity (normalized) is 0.261. The peptide sequence is LSINSSFYF. The MHC is HLA-A32:01 with pseudo-sequence HLA-A32:01. (8) The binding affinity (normalized) is 0.0847. The MHC is HLA-A02:03 with pseudo-sequence HLA-A02:03. The peptide sequence is TTEANAGQF.